Regression. Given two drug SMILES strings and cell line genomic features, predict the synergy score measuring deviation from expected non-interaction effect. From a dataset of NCI-60 drug combinations with 297,098 pairs across 59 cell lines. (1) Drug 1: CN(CC1=CN=C2C(=N1)C(=NC(=N2)N)N)C3=CC=C(C=C3)C(=O)NC(CCC(=O)O)C(=O)O. Drug 2: CN(CCCl)CCCl.Cl. Cell line: M14. Synergy scores: CSS=29.9, Synergy_ZIP=-6.02, Synergy_Bliss=-6.20, Synergy_Loewe=-9.25, Synergy_HSA=-5.28. (2) Drug 1: CN(C)C1=NC(=NC(=N1)N(C)C)N(C)C. Drug 2: CC1=C(C(=CC=C1)Cl)NC(=O)C2=CN=C(S2)NC3=CC(=NC(=N3)C)N4CCN(CC4)CCO. Cell line: CAKI-1. Synergy scores: CSS=59.5, Synergy_ZIP=-0.0816, Synergy_Bliss=0.729, Synergy_Loewe=-60.5, Synergy_HSA=1.45. (3) Drug 1: C#CCC(CC1=CN=C2C(=N1)C(=NC(=N2)N)N)C3=CC=C(C=C3)C(=O)NC(CCC(=O)O)C(=O)O. Drug 2: C(CN)CNCCSP(=O)(O)O. Cell line: HCT116. Synergy scores: CSS=0.400, Synergy_ZIP=-1.30, Synergy_Bliss=-4.48, Synergy_Loewe=1.22, Synergy_HSA=-6.95. (4) Drug 1: CC1C(C(CC(O1)OC2CC(OC(C2O)C)OC3=CC4=CC5=C(C(=O)C(C(C5)C(C(=O)C(C(C)O)O)OC)OC6CC(C(C(O6)C)O)OC7CC(C(C(O7)C)O)OC8CC(C(C(O8)C)O)(C)O)C(=C4C(=C3C)O)O)O)O. Drug 2: CC1C(C(CC(O1)OC2CC(CC3=C2C(=C4C(=C3O)C(=O)C5=CC=CC=C5C4=O)O)(C(=O)C)O)N)O. Cell line: U251. Synergy scores: CSS=52.7, Synergy_ZIP=9.17, Synergy_Bliss=10.8, Synergy_Loewe=-2.37, Synergy_HSA=11.9. (5) Drug 1: CC1=C(C=C(C=C1)C(=O)NC2=CC(=CC(=C2)C(F)(F)F)N3C=C(N=C3)C)NC4=NC=CC(=N4)C5=CN=CC=C5. Drug 2: CC1CCC2CC(C(=CC=CC=CC(CC(C(=O)C(C(C(=CC(C(=O)CC(OC(=O)C3CCCCN3C(=O)C(=O)C1(O2)O)C(C)CC4CCC(C(C4)OC)O)C)C)O)OC)C)C)C)OC. Cell line: NCI/ADR-RES. Synergy scores: CSS=-0.416, Synergy_ZIP=2.26, Synergy_Bliss=2.77, Synergy_Loewe=-1.00, Synergy_HSA=-0.887. (6) Drug 1: CC12CCC3C(C1CCC2O)C(CC4=C3C=CC(=C4)O)CCCCCCCCCS(=O)CCCC(C(F)(F)F)(F)F. Drug 2: B(C(CC(C)C)NC(=O)C(CC1=CC=CC=C1)NC(=O)C2=NC=CN=C2)(O)O. Cell line: KM12. Synergy scores: CSS=60.1, Synergy_ZIP=3.10, Synergy_Bliss=-0.840, Synergy_Loewe=-18.3, Synergy_HSA=0.699.